Dataset: Catalyst prediction with 721,799 reactions and 888 catalyst types from USPTO. Task: Predict which catalyst facilitates the given reaction. (1) Reactant: Cl[S:2]([C:5]1[CH:6]=[CH:7][C:8]([CH3:14])=[C:9]([CH:13]=1)[C:10]([OH:12])=[O:11])(=[O:4])=[O:3].[CH2:15]([NH:17][CH2:18]C)C. Product: [CH3:15][N:17]([CH3:18])[S:2]([C:5]1[CH:6]=[CH:7][C:8]([CH3:14])=[C:9]([CH:13]=1)[C:10]([OH:12])=[O:11])(=[O:4])=[O:3]. The catalyst class is: 448. (2) Reactant: FC(F)(F)C([O:5][C:6]1[CH:11]=[CH:10][C:9]([N:12]([CH2:19][C:20]2[C:25]([F:26])=[C:24]([F:27])[C:23]([C:28]([F:31])([F:30])[F:29])=[C:22]([F:32])[C:21]=2[F:33])C(=O)C(F)(F)F)=[CH:8][C:7]=1[C:34](=[O:36])[NH2:35])=O. Product: [OH:5][C:6]1[CH:11]=[CH:10][C:9]([NH:12][CH2:19][C:20]2[C:21]([F:33])=[C:22]([F:32])[C:23]([C:28]([F:31])([F:30])[F:29])=[C:24]([F:27])[C:25]=2[F:26])=[CH:8][C:7]=1[C:34]([NH2:35])=[O:36]. The catalyst class is: 24. (3) Reactant: C(O)(=O)C.O.[Br:6][C:7]1[C:8]([N+:18]([O-])=O)=[CH:9][C:10]([Cl:17])=[C:11]([C:13]([F:16])([F:15])[F:14])[CH:12]=1.C(OCC)(=O)C. Product: [Br:6][C:7]1[CH:12]=[C:11]([C:13]([F:14])([F:16])[F:15])[C:10]([Cl:17])=[CH:9][C:8]=1[NH2:18]. The catalyst class is: 12.